Task: Predict the reactants needed to synthesize the given product.. Dataset: Full USPTO retrosynthesis dataset with 1.9M reactions from patents (1976-2016) (1) Given the product [C:25]([C:22]1[CH:21]=[CH:20][C:19]([S:16]([NH:15][C:10]2[C:9]([C:6]3[CH:7]=[CH:8][C:3]([CH2:2][N:28]([CH3:27])[C:29]4[CH:34]=[CH:33][C:32]([O:35][C:36]([F:37])([F:38])[F:39])=[CH:31][CH:30]=4)=[CH:4][CH:5]=3)=[N:14][CH:13]=[CH:12][N:11]=2)(=[O:17])=[O:18])=[CH:24][CH:23]=1)#[N:26], predict the reactants needed to synthesize it. The reactants are: Cl[CH2:2][C:3]1[CH:8]=[CH:7][C:6]([C:9]2[C:10]([NH:15][S:16]([C:19]3[CH:24]=[CH:23][C:22]([C:25]#[N:26])=[CH:21][CH:20]=3)(=[O:18])=[O:17])=[N:11][CH:12]=[CH:13][N:14]=2)=[CH:5][CH:4]=1.[CH3:27][NH:28][C:29]1[CH:34]=[CH:33][C:32]([O:35][C:36]([F:39])([F:38])[F:37])=[CH:31][CH:30]=1. (2) The reactants are: [CH2:1]([C:3]1[N:8]=[C:7]([NH2:9])[N:6]=[C:5]([NH2:10])[CH:4]=1)[CH3:2].[Br:11]Br. Given the product [Br:11][C:4]1[C:5]([NH2:10])=[N:6][C:7]([NH2:9])=[N:8][C:3]=1[CH2:1][CH3:2], predict the reactants needed to synthesize it. (3) Given the product [CH2:23]([O:22][C:14]1[CH:13]=[C:12]([O:11][CH2:10][CH2:9][NH:8][C:6]([O:5][C:1]([CH3:4])([CH3:2])[CH3:3])=[O:7])[CH:21]=[CH:20][C:15]=1[C:16]([O:18][CH3:19])=[O:17])[C:24]1[CH:29]=[CH:28][CH:27]=[CH:26][CH:25]=1, predict the reactants needed to synthesize it. The reactants are: [C:1]([O:5][C:6]([NH:8][CH2:9][CH2:10][O:11][C:12]1[CH:21]=[CH:20][C:15]([C:16]([O:18][CH3:19])=[O:17])=[C:14]([OH:22])[CH:13]=1)=[O:7])([CH3:4])([CH3:3])[CH3:2].[CH2:23](Cl)[C:24]1[CH:29]=[CH:28][CH:27]=[CH:26][CH:25]=1.C(=O)([O-])[O-].[K+].[K+].O. (4) Given the product [C:1]([O:5][C:6]([NH:8][C:9]1[S:13][C:12]([C:14]2[C:15]([F:21])=[CH:16][CH:17]=[CH:18][C:19]=2[F:20])=[N:11][C:10]=1[C:22]([NH:25][C:26]1[C:27]([N:35]2[CH2:40][CH2:39][CH2:38][C@H:37]([NH:41][C:42](=[O:48])[O:43][C:44]([CH3:46])([CH3:45])[CH3:47])[CH2:36]2)=[C:28]2[CH2:34][CH2:33][O:32][C:29]2=[N:30][CH:31]=1)=[O:24])=[O:7])([CH3:4])([CH3:2])[CH3:3], predict the reactants needed to synthesize it. The reactants are: [C:1]([O:5][C:6]([NH:8][C:9]1[S:13][C:12]([C:14]2[C:19]([F:20])=[CH:18][CH:17]=[CH:16][C:15]=2[F:21])=[N:11][C:10]=1[C:22]([OH:24])=O)=[O:7])([CH3:4])([CH3:3])[CH3:2].[NH2:25][C:26]1[C:27]([N:35]2[CH2:40][CH2:39][CH2:38][C@H:37]([NH:41][C:42](=[O:48])[O:43][C:44]([CH3:47])([CH3:46])[CH3:45])[CH2:36]2)=[C:28]2[CH2:34][CH2:33][O:32][C:29]2=[N:30][CH:31]=1.CN(C(ON1N=NC2C=CC=NC1=2)=[N+](C)C)C.F[P-](F)(F)(F)(F)F.CCN(C(C)C)C(C)C. (5) The reactants are: [O:1]1[CH2:6][CH2:5][N:4]([C:7](=[O:24])[CH2:8][N:9]2[C:17]3[C:12](=[CH:13][CH:14]=[CH:15][CH:16]=3)[C:11]3[CH:18]=[CH:19][N:20]=[C:21]([CH:22]=O)[C:10]2=3)[CH2:3][CH2:2]1.[N:25]1[C:34]2[C@@H:33]([NH2:35])[CH2:32][CH2:31][CH2:30][C:29]=2[CH:28]=[CH:27][CH:26]=1.C(O[BH-](OC(=O)C)OC(=O)C)(=O)C.[Na+]. Given the product [O:1]1[CH2:6][CH2:5][N:4]([C:7](=[O:24])[CH2:8][N:9]2[C:17]3[C:12](=[CH:13][CH:14]=[CH:15][CH:16]=3)[C:11]3[CH:18]=[CH:19][N:20]=[C:21]([CH2:22][NH:35][C@@H:33]4[C:34]5[N:25]=[CH:26][CH:27]=[CH:28][C:29]=5[CH2:30][CH2:31][CH2:32]4)[C:10]2=3)[CH2:3][CH2:2]1, predict the reactants needed to synthesize it. (6) Given the product [Br:1][C:2]1[C:11]2[C:10]([CH3:13])([CH3:12])[CH2:9][CH:8]=[C:7]([CH:14]([CH3:16])[CH3:17])[C:6]=2[CH:5]=[C:4](/[C:18](/[CH3:23])=[C:19](/[F:22])\[CH2:20][OH:21])[C:3]=1[O:24][CH2:25][CH2:26][CH3:29], predict the reactants needed to synthesize it. The reactants are: [Br:1][C:2]1[C:11]2[C:10]([CH3:13])([CH3:12])[CH2:9][CH:8]=[C:7]([C:14]([CH3:17])([CH3:16])C)[C:6]=2[CH:5]=[C:4](/[C:18](/[CH3:23])=[C:19](/[F:22])\[CH2:20][OH:21])[C:3]=1[O:24][CH:25](C)[CH3:26].Br[C:29]1C2C(C)(C)CC=C(C(C)(C)C)C=2C=C(/C(/C)=C(/F)\C(OCC)=O)C=1OC(C)C.[H-].C([Al+]CC(C)C)C(C)C. (7) Given the product [CH3:18][O:17][C:14]1[CH:15]=[CH:16][C:11]([CH2:10][CH2:9][CH2:8][N:7]([CH:1]2[CH2:6][CH2:5][CH2:4][CH2:3][CH2:2]2)[CH2:20][CH3:21])=[CH:12][CH:13]=1, predict the reactants needed to synthesize it. The reactants are: [CH:1]1([N:7]([CH2:20][CH3:21])[C:8](=O)[CH2:9][CH2:10][C:11]2[CH:16]=[CH:15][C:14]([O:17][CH3:18])=[CH:13][CH:12]=2)[CH2:6][CH2:5][CH2:4][CH2:3][CH2:2]1.[H-].[Al+3].[Li+].[H-].[H-].[H-].O.O.O.O.O.O.O.O.O.O.S([O-])([O-])(=O)=O.[Na+].[Na+]. (8) Given the product [C:26]([O:25][C:23](=[O:24])[NH:22][CH:21]1[CH:16]2[CH2:15][CH2:14][CH:13]1[CH2:12][C:11]1[C:18]([CH2:17]2)=[CH:19][CH:20]=[C:9]([O:8][CH2:7][CH2:6][OH:5])[CH:10]=1)([CH3:29])([CH3:27])[CH3:28], predict the reactants needed to synthesize it. The reactants are: [BH4-].[Li+].C([O:5][C:6](=O)[CH2:7][O:8][C:9]1[CH:10]=[C:11]2[C:18](=[CH:19][CH:20]=1)[CH2:17][CH:16]1[CH:21]([NH:22][C:23]([O:25][C:26]([CH3:29])([CH3:28])[CH3:27])=[O:24])[CH:13]([CH2:14][CH2:15]1)[CH2:12]2)C. (9) Given the product [F:26][C:27]1[CH:28]=[C:29]([C:30](=[O:33])[CH2:31][NH:11][C:12]2([C:17]([O:43][CH3:42])=[O:25])[CH2:16][CH2:15][CH2:14][CH2:13]2)[CH:34]=[C:35]([F:37])[CH:36]=1, predict the reactants needed to synthesize it. The reactants are: FC1C=C([C@H]2N(CC(OCC)=O)[C:17](=[O:25])[C:12]3([CH2:16][CH2:15][CH2:14][CH2:13]3)[NH:11]C2)C=C(F)C=1.[F:26][C:27]1[CH:28]=[C:29]([CH:34]=[C:35]([F:37])[CH:36]=1)[C:30](=[O:33])[CH2:31]Br.Cl.CN([CH:42]=[O:43])C. (10) Given the product [Br:1][C:2]1[C:11]2[CH:10]([NH:12][C:13]3[CH:21]=[CH:20][CH:19]=[C:18]4[C:14]=3[CH:15]=[N:16][NH:17]4)[C:9]([C:23]([F:24])([F:25])[F:26])([OH:22])[CH2:8][C:7]([CH3:27])([CH3:28])[C:6]=2[C:5]([OH:29])=[CH:4][CH:3]=1, predict the reactants needed to synthesize it. The reactants are: [Br:1][C:2]1[CH:3]=[CH:4][C:5]([O:29]C)=[C:6]2[C:11]=1[CH:10]([NH:12][C:13]1[CH:21]=[CH:20][CH:19]=[C:18]3[C:14]=1[CH:15]=[N:16][NH:17]3)[C:9]([C:23]([F:26])([F:25])[F:24])([OH:22])[CH2:8][C:7]2([CH3:28])[CH3:27].B(Br)(Br)Br.C(=O)(O)[O-].[Na+].